The task is: Regression. Given two drug SMILES strings and cell line genomic features, predict the synergy score measuring deviation from expected non-interaction effect.. This data is from NCI-60 drug combinations with 297,098 pairs across 59 cell lines. (1) Drug 1: C(CN)CNCCSP(=O)(O)O. Drug 2: CCC1(C2=C(COC1=O)C(=O)N3CC4=CC5=C(C=CC(=C5CN(C)C)O)N=C4C3=C2)O.Cl. Cell line: SF-295. Synergy scores: CSS=42.3, Synergy_ZIP=-0.227, Synergy_Bliss=-1.83, Synergy_Loewe=-73.6, Synergy_HSA=-3.10. (2) Drug 1: C1=C(C(=O)NC(=O)N1)N(CCCl)CCCl. Drug 2: CC1=C2C(C(=O)C3(C(CC4C(C3C(C(C2(C)C)(CC1OC(=O)C(C(C5=CC=CC=C5)NC(=O)OC(C)(C)C)O)O)OC(=O)C6=CC=CC=C6)(CO4)OC(=O)C)O)C)O. Cell line: COLO 205. Synergy scores: CSS=46.5, Synergy_ZIP=-14.8, Synergy_Bliss=-16.0, Synergy_Loewe=-14.5, Synergy_HSA=-10.9. (3) Drug 1: C1=C(C(=O)NC(=O)N1)F. Drug 2: CC1CCC2CC(C(=CC=CC=CC(CC(C(=O)C(C(C(=CC(C(=O)CC(OC(=O)C3CCCCN3C(=O)C(=O)C1(O2)O)C(C)CC4CCC(C(C4)OC)O)C)C)O)OC)C)C)C)OC. Cell line: SF-268. Synergy scores: CSS=40.7, Synergy_ZIP=3.71, Synergy_Bliss=2.94, Synergy_Loewe=9.06, Synergy_HSA=10.0. (4) Drug 1: CC1=C(C=C(C=C1)NC(=O)C2=CC=C(C=C2)CN3CCN(CC3)C)NC4=NC=CC(=N4)C5=CN=CC=C5. Drug 2: C(=O)(N)NO. Cell line: CAKI-1. Synergy scores: CSS=-1.92, Synergy_ZIP=2.32, Synergy_Bliss=0.0704, Synergy_Loewe=-4.91, Synergy_HSA=-8.08. (5) Drug 1: CNC(=O)C1=NC=CC(=C1)OC2=CC=C(C=C2)NC(=O)NC3=CC(=C(C=C3)Cl)C(F)(F)F. Cell line: COLO 205. Drug 2: CC12CCC3C(C1CCC2OP(=O)(O)O)CCC4=C3C=CC(=C4)OC(=O)N(CCCl)CCCl.[Na+]. Synergy scores: CSS=24.8, Synergy_ZIP=11.3, Synergy_Bliss=14.2, Synergy_Loewe=7.55, Synergy_HSA=8.23. (6) Drug 1: CC(CN1CC(=O)NC(=O)C1)N2CC(=O)NC(=O)C2. Drug 2: C1CCC(C(C1)N)N.C(=O)(C(=O)[O-])[O-].[Pt+4]. Cell line: IGROV1. Synergy scores: CSS=35.0, Synergy_ZIP=-3.12, Synergy_Bliss=1.88, Synergy_Loewe=4.22, Synergy_HSA=6.29.